From a dataset of Reaction yield outcomes from USPTO patents with 853,638 reactions. Predict the reaction yield, written as a fraction of the theoretical maximum amount of product (1.0 means a 100% yield; for example, 0.34 means a 34% yield). (1) The reactants are [NH:1](C(OC(C)(C)C)=O)[C@H:2]([C:18]([O:20][CH3:21])=[O:19])[CH2:3][CH2:4][CH2:5][CH2:6][NH:7][C:8]([O:10][CH2:11][C:12]1[CH:17]=[CH:16][CH:15]=[CH:14][CH:13]=1)=[O:9].C(O)(C(F)(F)F)=O. The catalyst is C(Cl)Cl. The product is [NH2:1][C@@H:2]([CH2:3][CH2:4][CH2:5][CH2:6][NH:7][C:8]([O:10][CH2:11][C:12]1[CH:17]=[CH:16][CH:15]=[CH:14][CH:13]=1)=[O:9])[C:18]([O:20][CH3:21])=[O:19]. The yield is 1.00. (2) The reactants are [Cl:1][C:2]1[CH:7]=[CH:6][C:5]([CH2:8]O)=[C:4]([O:10][CH3:11])[CH:3]=1.S(Cl)([Cl:14])=O. The catalyst is C(Cl)Cl. The product is [Cl:1][C:2]1[CH:7]=[CH:6][C:5]([CH2:8][Cl:14])=[C:4]([O:10][CH3:11])[CH:3]=1. The yield is 0.824. (3) The reactants are Cl[C:2]1[CH:7]=[C:6]([N+:8]([O-:10])=[O:9])[CH:5]=[CH:4][C:3]=1[C:11](=[O:13])C.[ClH:14].[CH3:15][OH:16]. The catalyst is [Fe]. The product is [CH3:15][O:16][C:7]1[CH:2]=[C:3]([CH:4]=[CH:5][C:6]=1[N+:8]([O-:10])=[O:9])[C:11]([Cl:14])=[O:13]. The yield is 0.525. (4) The reactants are [CH2:1]([C:3]1[CH:12]=[CH:11][C:6]2[N:7]=[C:8]([NH2:10])[S:9][C:5]=2[CH:4]=1)[CH3:2].[C:13]1([CH3:22])[CH:18]=[CH:17][C:16]([C:19](Cl)=[O:20])=[CH:15][CH:14]=1.Br[CH:24]([CH2:29][CH3:30])[C:25]([O:27]C)=[O:26].COC1C=CC2N=C(N)SC=2C=1.ClC1C=C(C=CC=1)C(Cl)=O.BrCC(OCC)=O. No catalyst specified. The product is [CH2:1]([C:3]1[CH:12]=[CH:11][C:6]2[N:7]([CH:24]([CH2:29][CH3:30])[C:25]([OH:27])=[O:26])[C:8](=[N:10][C:19](=[O:20])[C:16]3[CH:17]=[CH:18][C:13]([CH3:22])=[CH:14][CH:15]=3)[S:9][C:5]=2[CH:4]=1)[CH3:2]. The yield is 0.410. (5) The reactants are [Cl:1][C:2]1[CH:27]=[CH:26][C:5]([NH:6][C:7]2[C:16]3[C:11](=[CH:12][C:13]([O:19][CH2:20][CH:21](OC)OC)=[C:14]([O:17][CH3:18])[CH:15]=3)[N:10]=[CH:9][N:8]=2)=[C:4]([F:28])[CH:3]=1.C(O)(C(F)(F)F)=O.[CH:36]1([NH2:41])[CH2:40][CH2:39][CH2:38][CH2:37]1.C(O)(=O)C.C([BH3-])#N.[Na+]. The catalyst is O. The product is [Cl:1][C:2]1[CH:27]=[CH:26][C:5]([NH:6][C:7]2[C:16]3[C:11](=[CH:12][C:13]([O:19][CH2:20][CH2:21][NH:41][CH:36]4[CH2:40][CH2:39][CH2:38][CH2:37]4)=[C:14]([O:17][CH3:18])[CH:15]=3)[N:10]=[CH:9][N:8]=2)=[C:4]([F:28])[CH:3]=1. The yield is 0.360. (6) The reactants are [CH2:1]([C:5]1[N:6]=[C:7]([CH3:27])[NH:8][C:9](=[O:26])[C:10]=1[CH2:11][C:12]1[CH:17]=[CH:16][C:15]([C:18]2[C:19]([C:24]#[N:25])=[CH:20][CH:21]=[CH:22][CH:23]=2)=[CH:14][CH:13]=1)[CH2:2][CH2:3][CH3:4].[H-].[Na+].Br[CH2:31][CH:32]([C:34]1[CH:39]=[CH:38][CH:37]=[CH:36][CH:35]=1)[CH3:33].[Cl-].O[NH3+:42].[C:43](=[O:46])([O-])[OH:44].[Na+]. The catalyst is C(CC([O-])=O)C.CS(C)=O.C(OCC)(=O)C.CN(C)C=O. The product is [CH2:1]([C:5]1[N:6]=[C:7]([CH3:27])[N:8]([CH2:31][CH:32]([C:34]2[CH:39]=[CH:38][CH:37]=[CH:36][CH:35]=2)[CH3:33])[C:9](=[O:26])[C:10]=1[CH2:11][C:12]1[CH:17]=[CH:16][C:15]([C:18]2[CH:23]=[CH:22][CH:21]=[CH:20][C:19]=2[C:24]2[NH:42][C:43](=[O:46])[O:44][N:25]=2)=[CH:14][CH:13]=1)[CH2:2][CH2:3][CH3:4]. The yield is 0.0900. (7) The reactants are C(N(CC)CC)C.Cl.C(N=C=NCCCN(C)C)C.[NH2:20][C:21]1[CH:26]=[CH:25][C:24]([Cl:27])=[CH:23][N:22]=1.[Cl:28][C:29]1[CH:34]=[CH:33][C:32]([S:35]([CH:38]([C:48]2[CH:53]=[C:52]([F:54])[CH:51]=[CH:50][C:49]=2[F:55])[C:39]2[N:44]=[CH:43][C:42]([C:45](O)=[O:46])=[CH:41][CH:40]=2)(=[O:37])=[O:36])=[CH:31][CH:30]=1. The catalyst is CN(C)C1C=CN=CC=1.ClCCl.C(OCC)(=O)C. The product is [Cl:28][C:29]1[CH:34]=[CH:33][C:32]([S:35]([CH:38]([C:48]2[CH:53]=[C:52]([F:54])[CH:51]=[CH:50][C:49]=2[F:55])[C:39]2[CH:40]=[CH:41][C:42]([C:45]([NH:20][C:21]3[CH:26]=[CH:25][C:24]([Cl:27])=[CH:23][N:22]=3)=[O:46])=[CH:43][N:44]=2)(=[O:37])=[O:36])=[CH:31][CH:30]=1. The yield is 0.270. (8) The reactants are ON1C2C=CC=CC=2N=N1.[CH3:11][CH:12]([NH2:23])[CH2:13][C:14]1[C:22]2[C:17](=[CH:18][CH:19]=[CH:20][CH:21]=2)[NH:16][CH:15]=1.CN1CCOCC1.Cl.[CH3:32][N:33]([CH3:50])[C:34]1([C:44]2[CH:49]=[CH:48][CH:47]=[CH:46][CH:45]=2)[CH2:39][CH2:38][C:37](=[CH:40][C:41](O)=[O:42])[CH2:36][CH2:35]1.C1(N=C=NC2CCCCC2)CCCCC1.[OH-].[Na+]. The catalyst is CN(C)C=O.O. The product is [CH3:50][N:33]([CH3:32])[C:34]1([C:44]2[CH:45]=[CH:46][CH:47]=[CH:48][CH:49]=2)[CH2:39][CH2:38][C:37](=[CH:40][C:41]([NH:23][CH:12]([CH3:11])[CH2:13][C:14]2[C:22]3[C:17](=[CH:18][CH:19]=[CH:20][CH:21]=3)[NH:16][CH:15]=2)=[O:42])[CH2:36][CH2:35]1. The yield is 0.240. (9) The reactants are [NH2:1][N:2]1[C:7](=[O:8])[C:6]([C:9]2[NH:14][C:13]3[CH:15]=[CH:16][CH:17]=[CH:18][C:12]=3[S:11](=[O:20])(=[O:19])[N:10]=2)=[C:5]([OH:21])[C:4]2[S:22][CH:23]=[CH:24][C:3]1=2.[N:25]1[CH:30]=[CH:29][CH:28]=[CH:27][C:26]=1[CH:31]=O. The yield is 0.580. The product is [O:19]=[S:11]1(=[O:20])[C:12]2[CH:18]=[CH:17][CH:16]=[CH:15][C:13]=2[NH:14][C:9]([C:6]2[C:7](=[O:8])[N:2]([N:1]=[CH:31][C:26]3[CH:27]=[CH:28][CH:29]=[CH:30][N:25]=3)[C:3]3[CH:24]=[CH:23][S:22][C:4]=3[C:5]=2[OH:21])=[N:10]1. The catalyst is CN(C)C(=O)C.